Task: Predict the reactants needed to synthesize the given product.. Dataset: Full USPTO retrosynthesis dataset with 1.9M reactions from patents (1976-2016) (1) Given the product [F:17][C:18]1[CH:19]=[C:20]([CH2:34][NH:35][C:14]([C@@H:9]2[C@H:10]([OH:13])[CH2:11][CH2:12][N:8]2[C:6]([O:5][C:1]([CH3:2])([CH3:3])[CH3:4])=[O:7])=[O:16])[CH:21]=[C:22]([C:24]2[CH:29]=[N:28][C:27]([C:30]([F:32])([F:33])[F:31])=[CH:26][N:25]=2)[CH:23]=1, predict the reactants needed to synthesize it. The reactants are: [C:1]([O:5][C:6]([N:8]1[CH2:12][CH2:11][C@@H:10]([OH:13])[C@H:9]1[C:14]([OH:16])=O)=[O:7])([CH3:4])([CH3:3])[CH3:2].[F:17][C:18]1[CH:19]=[C:20]([CH2:34][NH2:35])[CH:21]=[C:22]([C:24]2[CH:29]=[N:28][C:27]([C:30]([F:33])([F:32])[F:31])=[CH:26][N:25]=2)[CH:23]=1.CCN(C(C)C)C(C)C.CN(C(ON1N=NC2C=CC=NC1=2)=[N+](C)C)C.F[P-](F)(F)(F)(F)F. (2) The reactants are: [Br:1][C:2]1[CH:11]=[CH:10][C:9]2[O:8][C@@H:7]3[CH2:12][C@H:13]([O:17][CH2:18][CH3:19])[O:14][C:15]([CH3:16])=[C:6]3[C:5](=[O:20])[C:4]=2[CH:3]=1.CC(C[AlH]CC(C)C)C. Given the product [Br:1][C:2]1[CH:11]=[CH:10][C:9]2[O:8][C@@H:7]3[CH2:12][CH:13]([O:17][CH2:18][CH3:19])[O:14][C@H:15]([CH3:16])[C@H:6]3[C:5](=[O:20])[C:4]=2[CH:3]=1, predict the reactants needed to synthesize it. (3) Given the product [Cl:1][C:2]1[N:7]=[C:6]([NH2:10])[C:5]([CH3:9])=[CH:4][N:3]=1, predict the reactants needed to synthesize it. The reactants are: [Cl:1][C:2]1[N:7]=[C:6](Cl)[C:5]([CH3:9])=[CH:4][N:3]=1.[NH3:10].C([O-])(O)=O.[Na+]. (4) Given the product [CH2:14]([C@H:10]1[CH2:11][CH2:12][CH2:13][N:9]1[CH2:8][C:7]1[N:6]([CH2:18][CH2:19][C:20]2[CH:29]=[CH:28][C:23]([C:24]([O:26][CH3:27])=[O:25])=[CH:22][CH:21]=2)[C:5](=[O:30])[C:4]([CH3:31])=[CH:3][C:2]=1[CH:41]=[CH2:42])[CH:15]([CH3:17])[CH3:16], predict the reactants needed to synthesize it. The reactants are: Br[C:2]1[CH:3]=[C:4]([CH3:31])[C:5](=[O:30])[N:6]([CH2:18][CH2:19][C:20]2[CH:29]=[CH:28][C:23]([C:24]([O:26][CH3:27])=[O:25])=[CH:22][CH:21]=2)[C:7]=1[CH2:8][N:9]1[CH2:13][CH2:12][CH2:11][C@@H:10]1[CH2:14][CH:15]([CH3:17])[CH3:16].O.P([O-])([O-])([O-])=O.[K+].[K+].[K+].[CH:41]1(P(C2CCCCC2)C2C=CC=CC=2C2C(OC)=CC=CC=2OC)CCCC[CH2:42]1. (5) The reactants are: [CH3:1][S:2]([NH2:5])(=[O:4])=[O:3].C(N(CC)CC)C.[C:13](O[C:13]([O:15][C:16]([CH3:19])([CH3:18])[CH3:17])=[O:14])([O:15][C:16]([CH3:19])([CH3:18])[CH3:17])=[O:14]. Given the product [CH3:1][S:2]([NH:5][C:13](=[O:14])[O:15][C:16]([CH3:19])([CH3:18])[CH3:17])(=[O:4])=[O:3], predict the reactants needed to synthesize it.